Dataset: Reaction yield outcomes from USPTO patents with 853,638 reactions. Task: Predict the reaction yield, written as a fraction of the theoretical maximum amount of product (1.0 means a 100% yield; for example, 0.34 means a 34% yield). (1) The reactants are [CH2:1]([O:8][C:9](=[O:37])[NH:10][CH2:11][CH2:12][C:13]#[C:14][C:15]1[CH:20]=[CH:19][C:18]([C:21]#[C:22][CH2:23][CH:24]([N:26]2[C:34](=[O:35])[C:33]3[C:28](=[CH:29][CH:30]=[CH:31][CH:32]=3)[C:27]2=[O:36])[CH3:25])=[CH:17][CH:16]=1)[C:2]1[CH:7]=[CH:6][CH:5]=[CH:4][CH:3]=1.[H][H].CCN(CC)CC.C(Cl)(OCC1C=CC=CC=1)=O. The catalyst is C1COCC1.[Pd]. The product is [CH2:1]([O:8][C:9](=[O:37])[NH:10][CH2:11][CH2:12][CH2:13][CH2:14][C:15]1[CH:20]=[CH:19][C:18]([CH2:21][CH2:22][CH2:23][CH:24]([N:26]2[C:27](=[O:36])[C:28]3[C:33](=[CH:32][CH:31]=[CH:30][CH:29]=3)[C:34]2=[O:35])[CH3:25])=[CH:17][CH:16]=1)[C:2]1[CH:3]=[CH:4][CH:5]=[CH:6][CH:7]=1. The yield is 0.350. (2) The reactants are [CH3:1][C:2]1[C:12]([O:13][S:14]([CH3:17])(=[O:16])=[O:15])=[CH:11][CH:10]=[CH:9][C:3]=1[C:4]([O:6][CH2:7][CH3:8])=[O:5].S(OOS([O-])(=O)=O)([O-])(=O)=[O:19].[K+].[K+]. The catalyst is FC(F)(F)C(O)=O.FC(F)(F)C(OC(=O)C(F)(F)F)=O.CC1C=CC(C(C)C)=CC=1.CC1C=CC(C(C)C)=CC=1.Cl[Ru]Cl.Cl[Ru]Cl. The product is [OH:19][C:9]1[C:3]([C:4]([O:6][CH2:7][CH3:8])=[O:5])=[C:2]([CH3:1])[C:12]([O:13][S:14]([CH3:17])(=[O:16])=[O:15])=[CH:11][CH:10]=1. The yield is 0.410. (3) The reactants are [F:1][C:2]([F:17])([F:16])[C:3]([CH:5]1[CH2:14][CH2:13][C:12]2[C:7](=[CH:8][CH:9]=[CH:10][CH:11]=2)[C:6]1=O)=O.[CH:18]1[C:23]([NH:24][NH2:25])=[CH:22][CH:21]=[C:20]([S:26]([NH2:29])(=[O:28])=[O:27])[CH:19]=1.Cl. The catalyst is C(O)C. The product is [F:1][C:2]([F:17])([F:16])[C:3]1[C:5]2[CH2:14][CH2:13][C:12]3[CH:11]=[CH:10][CH:9]=[CH:8][C:7]=3[C:6]=2[N:24]([C:23]2[CH:18]=[CH:19][C:20]([S:26]([NH2:29])(=[O:28])=[O:27])=[CH:21][CH:22]=2)[N:25]=1. The yield is 0.710.